This data is from Forward reaction prediction with 1.9M reactions from USPTO patents (1976-2016). The task is: Predict the product of the given reaction. (1) Given the reactants C([N:8]([CH2:45][CH2:46][O:47][CH3:48])[C:9]1[N:13]([C:14]2[N:22]=[C:21]3[C:17]([N:18]=[C:19]([CH2:24][N:25]4[CH2:30][CH2:29][CH:28]([C:31]([OH:34])([CH3:33])[CH3:32])[CH2:27][CH2:26]4)[N:20]3[CH3:23])=[C:16]([N:35]3[CH2:40][CH2:39][O:38][CH2:37][CH2:36]3)[N:15]=2)[C:12]2[CH:41]=[CH:42][CH:43]=[CH:44][C:11]=2[N:10]=1)C1C=CC=CC=1.C(O)(=O)C, predict the reaction product. The product is: [CH3:48][O:47][CH2:46][CH2:45][NH:8][C:9]1[N:13]([C:14]2[N:22]=[C:21]3[C:17]([N:18]=[C:19]([CH2:24][N:25]4[CH2:26][CH2:27][CH:28]([C:31]([OH:34])([CH3:33])[CH3:32])[CH2:29][CH2:30]4)[N:20]3[CH3:23])=[C:16]([N:35]3[CH2:40][CH2:39][O:38][CH2:37][CH2:36]3)[N:15]=2)[C:12]2[CH:41]=[CH:42][CH:43]=[CH:44][C:11]=2[N:10]=1. (2) Given the reactants Cl[C:2]([C:5]1[CH:6]=[N:7][CH:8]=[CH:9][C:10]=1[Cl:11])=[N:3][OH:4].[CH2:12]([O:14][C:15](=[O:19])[C:16]#[C:17][CH3:18])[CH3:13].C(N(CC)CC)C, predict the reaction product. The product is: [CH2:12]([O:14][C:15]([C:16]1[C:2]([C:5]2[CH:6]=[N:7][CH:8]=[CH:9][C:10]=2[Cl:11])=[N:3][O:4][C:17]=1[CH3:18])=[O:19])[CH3:13]. (3) Given the reactants C[Si]([N-][Si](C)(C)C)(C)C.[Li+].[CH3:11][O:12][C:13]1[CH:14]=[N:15][C:16]2[C:21]([CH:22]=1)=[CH:20][C:19]([CH2:23][C:24]([O:26][C:27]([CH3:30])([CH3:29])[CH3:28])=[O:25])=[CH:18][CH:17]=2.I[CH3:32], predict the reaction product. The product is: [CH3:11][O:12][C:13]1[CH:14]=[N:15][C:16]2[C:21]([CH:22]=1)=[CH:20][C:19]([CH:23]([CH3:32])[C:24]([O:26][C:27]([CH3:30])([CH3:29])[CH3:28])=[O:25])=[CH:18][CH:17]=2. (4) Given the reactants [B-](F)(F)(F)F.[B-](F)(F)(F)F.C1[N+]2(CCl)CC[N+]([F:21])(CC2)C1.[Br:22][C:23]1[CH:28]=[CH:27][C:26]([C:29]2[N:30]=[C:31]([N:34]3[C@@H:38]([CH2:39][CH3:40])[CH2:37][O:36][C:35]3=[O:41])[S:32][CH:33]=2)=[CH:25][CH:24]=1, predict the reaction product. The product is: [Br:22][C:23]1[CH:28]=[CH:27][C:26]([C:29]2[N:30]=[C:31]([N:34]3[C@@H:38]([CH2:39][CH3:40])[CH2:37][O:36][C:35]3=[O:41])[S:32][C:33]=2[F:21])=[CH:25][CH:24]=1. (5) Given the reactants [Cl:1][C:2]1[CH:3]=[C:4]([NH:17][C:18]2[C:23]3[C:24]4[CH2:32][CH2:31][C:30]5[C:26](=[CH:27][N:28]([CH:33]6[CH2:38][CH2:37][N:36](C(OC(C)(C)C)=O)[CH2:35][CH2:34]6)[N:29]=5)[C:25]=4[S:46][C:22]=3[N:21]=[CH:20][N:19]=2)[CH:5]=[CH:6][C:7]=1[O:8][CH2:9][C:10]1[CH:15]=[CH:14][CH:13]=[C:12]([F:16])[CH:11]=1.FC(F)(F)C(O)=O, predict the reaction product. The product is: [Cl:1][C:2]1[CH:3]=[C:4]([NH:17][C:18]2[N:19]=[CH:20][N:21]=[C:22]3[S:46][C:25]4[C:26]5[C:30]([CH2:31][CH2:32][C:24]=4[C:23]=23)=[N:29][N:28]([CH:33]2[CH2:38][CH2:37][NH:36][CH2:35][CH2:34]2)[CH:27]=5)[CH:5]=[CH:6][C:7]=1[O:8][CH2:9][C:10]1[CH:15]=[CH:14][CH:13]=[C:12]([F:16])[CH:11]=1.